This data is from Catalyst prediction with 721,799 reactions and 888 catalyst types from USPTO. The task is: Predict which catalyst facilitates the given reaction. Reactant: C[O:2][C:3](=[O:52])[C:4]1[CH:51]=[CH:50][C:7]([C:8]([NH:10][C:11]2[C:19]3[C:14](=[CH:15][CH:16]=[C:17]([S:20]([C:23]4[CH:28]=[C:27]([F:29])[CH:26]=[C:25]([F:30])[CH:24]=4)(=[O:22])=[O:21])[CH:18]=3)[N:13]([C:31]([C:44]3[CH:49]=[CH:48][CH:47]=[CH:46][CH:45]=3)([C:38]3[CH:43]=[CH:42][CH:41]=[CH:40][CH:39]=3)[C:32]3[CH:37]=[CH:36][CH:35]=[CH:34][CH:33]=3)[N:12]=2)=[O:9])=[CH:6][CH:5]=1.O1CCCC1.O.[OH-].[Li+]. Product: [F:30][C:25]1[CH:24]=[C:23]([S:20]([C:17]2[CH:18]=[C:19]3[C:14](=[CH:15][CH:16]=2)[N:13]([C:31]([C:32]2[CH:37]=[CH:36][CH:35]=[CH:34][CH:33]=2)([C:44]2[CH:49]=[CH:48][CH:47]=[CH:46][CH:45]=2)[C:38]2[CH:43]=[CH:42][CH:41]=[CH:40][CH:39]=2)[N:12]=[C:11]3[NH:10][C:8](=[O:9])[C:7]2[CH:50]=[CH:51][C:4]([C:3]([OH:52])=[O:2])=[CH:5][CH:6]=2)(=[O:22])=[O:21])[CH:28]=[C:27]([F:29])[CH:26]=1. The catalyst class is: 6.